From a dataset of Reaction yield outcomes from USPTO patents with 853,638 reactions. Predict the reaction yield, written as a fraction of the theoretical maximum amount of product (1.0 means a 100% yield; for example, 0.34 means a 34% yield). (1) The reactants are [Cl:1][C:2]1[CH:7]=[C:6](I)[C:5]([Cl:9])=[CH:4][N:3]=1.[NH2:10][C:11]1[CH:20]=[CH:19][CH:18]=[CH:17][C:12]=1[C:13]([NH:15][CH3:16])=[O:14].P([O-])([O-])([O-])=O.[K+].[K+].[K+].C1(P(C2C=CC=CC=2)C2C=CC=CC=2OC2C=CC=CC=2P(C2C=CC=CC=2)C2C=CC=CC=2)C=CC=CC=1. The catalyst is O1CCOCC1.CC([O-])=O.CC([O-])=O.[Pd+2]. The product is [Cl:1][C:2]1[CH:7]=[C:6]([NH:10][C:11]2[CH:20]=[CH:19][CH:18]=[CH:17][C:12]=2[C:13]([NH:15][CH3:16])=[O:14])[C:5]([Cl:9])=[CH:4][N:3]=1. The yield is 0.560. (2) The reactants are [CH:1]12[CH2:12][CH:11]3[CH:9]4[CH:10]3[CH:2]1[CH:3]1[CH:7]([CH:8]24)[C:6](=O)[O:5][C:4]1=[O:14].Cl[C:16]([O:18][CH2:19][CH3:20])=[O:17].[N-:21]=[N+]=[N-].[Na+].[CH2:25](O)[C:26]1C=C[CH:29]=[CH:28][CH:27]=1. The catalyst is C(N(CC)CC)C.CO.O.C(=O)(O)[O-].[Na+].C1C=CC=CC=1. The product is [CH2:19]([O:18][C:16]([NH:21][C@H:7]1[CH:8]2[CH:1]3[CH2:12][CH:11]4[CH:9]2[CH:10]4[CH:2]3[C@H:3]1[C:4]([O:5][CH3:6])=[O:14])=[O:17])[C:20]1[CH:29]=[CH:28][CH:27]=[CH:26][CH:25]=1. The yield is 0.850. (3) The reactants are C([Cl:4])(=O)C.C(OC([NH:12][C@@:13]1([C:27]([O:29][C:30](C)(C)[CH3:31])=[O:28])[CH2:18][C:17](=[O:19])[C@@H:16]2[C@H:14]1[C@H:15]2[C:20]([O:22][C:23](C)(C)[CH3:24])=[O:21])=O)(C)(C)C. The catalyst is C(OCC)(=O)C.C(OC)(C)(C)C.C(O)C.O1CCCC1. The product is [ClH:4].[NH2:12][C@@:13]1([C:27]([O:29][CH2:30][CH3:31])=[O:28])[CH2:18][C:17](=[O:19])[C@@H:16]2[C@H:14]1[C@H:15]2[C:20]([O:22][CH2:23][CH3:24])=[O:21]. The yield is 0.980. (4) The reactants are [Cl:1][C:2]1[CH:3]=[C:4]([NH:35]C(=O)OC(C)(C)C)[CH:5]=[C:6]([F:34])[C:7]=1[CH2:8][S:9][C:10]1[N:11]([C:27]2[CH:32]=[CH:31][C:30]([F:33])=[CH:29][CH:28]=2)[C:12]([C:15]([C:18]2[CH:23]=[CH:22][C:21]([Cl:24])=[C:20]([O:25][CH3:26])[CH:19]=2)([CH3:17])[CH3:16])=[CH:13][N:14]=1.C(O)(C(F)(F)F)=O. The catalyst is C(Cl)Cl. The product is [Cl:1][C:2]1[CH:3]=[C:4]([CH:5]=[C:6]([F:34])[C:7]=1[CH2:8][S:9][C:10]1[N:11]([C:27]2[CH:28]=[CH:29][C:30]([F:33])=[CH:31][CH:32]=2)[C:12]([C:15]([C:18]2[CH:23]=[CH:22][C:21]([Cl:24])=[C:20]([O:25][CH3:26])[CH:19]=2)([CH3:16])[CH3:17])=[CH:13][N:14]=1)[NH2:35]. The yield is 0.900. (5) The reactants are N1C(Cl)=NC(Cl)=NC=1Cl.[C:10]([O:14][C:15](=[O:28])[NH:16][CH2:17][C:18]1([CH2:24][C:25](=O)[NH2:26])[CH2:23][CH2:22][CH2:21][CH2:20][CH2:19]1)([CH3:13])([CH3:12])[CH3:11].CCCCCC.CCOC(C)=O. The catalyst is CN(C=O)C. The product is [C:10]([O:14][C:15](=[O:28])[NH:16][CH2:17][C:18]1([CH2:24][C:25]#[N:26])[CH2:19][CH2:20][CH2:21][CH2:22][CH2:23]1)([CH3:11])([CH3:13])[CH3:12]. The yield is 0.800. (6) The reactants are [F:1][CH:2]([F:33])[C:3]1[N:7]([CH2:8][C:9]2[C:18]3[C:13](=[CH:14][CH:15]=[CH:16][CH:17]=3)[CH:12]=[CH:11][CH:10]=2)[C:6]2[CH:19]=[C:20]([N:27]3[CH2:32][CH2:31][O:30][CH2:29][CH2:28]3)[CH:21]=[C:22]([C:23]([O:25]C)=[O:24])[C:5]=2[N:4]=1.[Li+].[OH-]. The catalyst is C1COCC1. The product is [F:33][CH:2]([F:1])[C:3]1[N:7]([CH2:8][C:9]2[C:18]3[C:13](=[CH:14][CH:15]=[CH:16][CH:17]=3)[CH:12]=[CH:11][CH:10]=2)[C:6]2[CH:19]=[C:20]([N:27]3[CH2:32][CH2:31][O:30][CH2:29][CH2:28]3)[CH:21]=[C:22]([C:23]([OH:25])=[O:24])[C:5]=2[N:4]=1. The yield is 0.660. (7) The reactants are [CH3:1][O:2][CH2:3][CH2:4][O:5][C:6]1[CH:7]=[C:8]2[C:12](=[C:13]([N:15]([CH3:25])[S:16]([C:19]3[CH:24]=[CH:23][CH:22]=[CH:21][N:20]=3)(=[O:18])=[O:17])[CH:14]=1)[NH:11][C:10]([C:26](O)=[O:27])=[CH:9]2.[CH2:29]([S:36][CH:37]([CH:40]([O:43][CH3:44])[O:41][CH3:42])[CH2:38][NH2:39])[C:30]1[CH:35]=[CH:34][CH:33]=[CH:32][CH:31]=1.C(N(C(C)C)CC)(C)C.F[P-](F)(F)(F)(F)F.N1(OC(N(C)C)=[N+](C)C)C2N=CC=CC=2N=N1. The catalyst is O.CN(C)C=O. The product is [CH2:29]([S:36][CH:37]([CH:40]([O:41][CH3:42])[O:43][CH3:44])[CH2:38][NH:39][C:26]([C:10]1[NH:11][C:12]2[C:8]([CH:9]=1)=[CH:7][C:6]([O:5][CH2:4][CH2:3][O:2][CH3:1])=[CH:14][C:13]=2[N:15]([CH3:25])[S:16]([C:19]1[CH:24]=[CH:23][CH:22]=[CH:21][N:20]=1)(=[O:18])=[O:17])=[O:27])[C:30]1[CH:35]=[CH:34][CH:33]=[CH:32][CH:31]=1. The yield is 0.800. (8) The reactants are O[Li].O.C[O:5][C:6]([C:8]1[S:12][C:11]([C:13]2[N:14]=[N+:15]([O-:19])[CH:16]=[CH:17][CH:18]=2)=[CH:10][CH:9]=1)=[O:7]. The catalyst is C1COCC1.O.CO. The product is [C:6]([C:8]1[S:12][C:11]([C:13]2[N:14]=[N+:15]([O-:19])[CH:16]=[CH:17][CH:18]=2)=[CH:10][CH:9]=1)([OH:7])=[O:5]. The yield is 0.760. (9) The reactants are [Cl:1][C:2]1[N:7]=[C:6]([O:8][C:9]2[CH:10]=[C:11]([CH:17]=[C:18]([CH3:20])[CH:19]=2)[CH2:12][O:13]C(=O)C)[C:5]([CH:21]([CH3:23])[CH3:22])=[C:4]([Cl:24])[N:3]=1.[OH-].[Li+]. The catalyst is C1COCC1. The product is [Cl:1][C:2]1[N:7]=[C:6]([O:8][C:9]2[CH:10]=[C:11]([CH2:12][OH:13])[CH:17]=[C:18]([CH3:20])[CH:19]=2)[C:5]([CH:21]([CH3:22])[CH3:23])=[C:4]([Cl:24])[N:3]=1. The yield is 0.660.